This data is from Full USPTO retrosynthesis dataset with 1.9M reactions from patents (1976-2016). The task is: Predict the reactants needed to synthesize the given product. (1) Given the product [CH3:1][O:2][C:3]([C:4]1[C:5]([CH3:6])=[N:19][O:16][C:8]=1[C:9]1[CH:14]=[CH:13][C:12]([Br:15])=[CH:11][CH:10]=1)=[O:17], predict the reactants needed to synthesize it. The reactants are: [CH3:1][O:2][C:3](=[O:17])[CH:4]([C:8](=[O:16])[C:9]1[CH:14]=[CH:13][C:12]([Br:15])=[CH:11][CH:10]=1)[C:5](=O)[CH3:6].Cl.[NH2:19]O. (2) Given the product [NH2:15][C:14]1[C:9]([C:3]2[CH:4]=[CH:5][C:6]([Cl:8])=[CH:7][C:2]=2[Cl:1])=[N:10][C:11]([NH:26][CH2:27][CH2:28][NH:29][C:30]2[CH:35]=[CH:34][C:33]([N+:36]([O-:38])=[O:37])=[CH:32][N:31]=2)=[N:12][CH:13]=1, predict the reactants needed to synthesize it. The reactants are: [Cl:1][C:2]1[CH:7]=[C:6]([Cl:8])[CH:5]=[CH:4][C:3]=1[C:9]1[C:14]([N:15]2C(=O)C3C(=CC=CC=3)C2=O)=[CH:13][N:12]=[C:11]([NH:26][CH2:27][CH2:28][NH:29][C:30]2[CH:35]=[CH:34][C:33]([N+:36]([O-:38])=[O:37])=[CH:32][N:31]=2)[N:10]=1.NN. (3) Given the product [CH3:1][CH2:2][C:3]1([C:11]2[CH:12]=[CH:13][CH:14]=[C:15]([OH:17])[CH:16]=2)[CH2:9][N:8]([CH3:10])[CH2:7][CH2:6][CH2:5][CH2:4]1, predict the reactants needed to synthesize it. The reactants are: [CH3:1][CH2:2][C:3]1([C:11]2[CH:12]=[CH:13][CH:14]=[C:15]([OH:17])[CH:16]=2)[CH2:9][N:8]([CH3:10])[CH2:7][CH2:6][CH2:5][CH2:4]1.Cl.N. (4) Given the product [CH2:28]([O:27][C:6]1[C:7]([O:24][CH2:25][CH3:26])=[CH:8][C:9]2[C:10]3[C:11](=[N:12][NH:13][CH:14]=3)[C:2]([NH:39][C:36]3[CH:37]=[C:38]4[C:33]([CH:32]=[N:31][NH:30]4)=[CH:34][CH:35]=3)=[N:3][C:4]=2[CH:5]=1)[CH3:29], predict the reactants needed to synthesize it. The reactants are: Cl[C:2]1[C:11]2=[N:12][N:13](CC3C=CC(OC)=CC=3)[CH:14]=[C:10]2[C:9]2[CH:8]=[C:7]([O:24][CH2:25][CH3:26])[C:6]([O:27][CH2:28][CH3:29])=[CH:5][C:4]=2[N:3]=1.[NH:30]1[C:38]2[C:33](=[CH:34][CH:35]=[C:36]([NH2:39])[CH:37]=2)[CH:32]=[N:31]1.Cl.